This data is from Forward reaction prediction with 1.9M reactions from USPTO patents (1976-2016). The task is: Predict the product of the given reaction. (1) The product is: [N+:14]([C:11]1[CH:12]=[C:13]2[C:8](=[CH:9][CH:10]=1)[NH:7][CH:6]=[C:5]([C:17]#[N:18])[C:4]2=[O:19])([O-:16])=[O:15]. Given the reactants C(O[C:4](=[O:19])[C:5]([C:17]#[N:18])=[CH:6][NH:7][C:8]1[CH:13]=[CH:12][C:11]([N+:14]([O-:16])=[O:15])=[CH:10][CH:9]=1)C, predict the reaction product. (2) Given the reactants C([O-])(=O)C.[K+].Br[C:7]1[CH:8]=[C:9]([CH:12]=[CH:13][C:14]=1[O:15][C:16]1[CH:21]=[CH:20][C:19]([Cl:22])=[CH:18][CH:17]=1)[C:10]#[N:11].[CH3:23][C:24]1([CH3:40])[C:28]([CH3:30])([CH3:29])[O:27][B:26]([B:26]2[O:27][C:28]([CH3:30])([CH3:29])[C:24]([CH3:40])([CH3:23])[O:25]2)[O:25]1, predict the reaction product. The product is: [Cl:22][C:19]1[CH:20]=[CH:21][C:16]([O:15][C:14]2[CH:13]=[CH:12][C:9]([C:10]#[N:11])=[CH:8][C:7]=2[B:26]2[O:27][C:28]([CH3:30])([CH3:29])[C:24]([CH3:40])([CH3:23])[O:25]2)=[CH:17][CH:18]=1. (3) Given the reactants C[O:2][C:3]([C:5]1[N:6]=[C:7]2[CH:23]=[CH:22][C:21]([CH3:24])=[CH:20][N:8]2[C:9](=[O:19])[C:10]=1[O:11][CH2:12][C:13]1[CH:18]=[CH:17][CH:16]=[CH:15][CH:14]=1)=[O:4].[OH-].[Li+].Cl, predict the reaction product. The product is: [CH2:12]([O:11][C:10]1[C:9](=[O:19])[N:8]2[CH:20]=[C:21]([CH3:24])[CH:22]=[CH:23][C:7]2=[N:6][C:5]=1[C:3]([OH:4])=[O:2])[C:13]1[CH:18]=[CH:17][CH:16]=[CH:15][CH:14]=1. (4) The product is: [C:31]1([C:35]2[CH:36]=[CH:37][CH:38]=[CH:39][CH:40]=2)[CH:32]=[CH:33][CH:34]=[C:29]([CH:27]([OH:28])[C:22]2[C:23]([CH3:26])=[N:24][O:25][C:21]=2[C:18]2[CH:17]=[CH:16][C:15]([C:12]3[CH:13]=[CH:14][C:9]([C:6]4([C:4]([OH:5])=[O:3])[CH2:8][CH2:7]4)=[CH:10][CH:11]=3)=[CH:20][CH:19]=2)[CH:30]=1. Given the reactants C([O:3][C:4]([C:6]1([C:9]2[CH:14]=[CH:13][C:12]([C:15]3[CH:20]=[CH:19][C:18]([C:21]4[O:25][N:24]=[C:23]([CH3:26])[C:22]=4[CH:27]([C:29]4[CH:30]=[C:31]([C:35]5[CH:40]=[CH:39][CH:38]=[CH:37][CH:36]=5)[CH:32]=[CH:33][CH:34]=4)[OH:28])=[CH:17][CH:16]=3)=[CH:11][CH:10]=2)[CH2:8][CH2:7]1)=[O:5])C.CCO.[OH-].[Na+], predict the reaction product. (5) Given the reactants N12CCCN=C1CCCCC2.Cl.[NH2:13][CH2:14][C:15]1[CH:23]=[CH:22][CH:21]=[C:20]2[C:16]=1[CH2:17][N:18]([CH:25]1[CH2:30][CH2:29][C:28](=[O:31])[NH:27][C:26]1=[O:32])[C:19]2=[O:24].[C:33]([NH:40][CH2:41][CH2:42][C:43](O)=[O:44])([O:35][C:36]([CH3:39])([CH3:38])[CH3:37])=[O:34], predict the reaction product. The product is: [C:36]([O:35][C:33](=[O:34])[NH:40][CH2:41][CH2:42][C:43](=[O:44])[NH:13][CH2:14][C:15]1[CH:23]=[CH:22][CH:21]=[C:20]2[C:16]=1[CH2:17][N:18]([CH:25]1[CH2:30][CH2:29][C:28](=[O:31])[NH:27][C:26]1=[O:32])[C:19]2=[O:24])([CH3:39])([CH3:37])[CH3:38]. (6) Given the reactants C(O[C:6]([N:8]1[CH2:12][CH2:11][CH:10]([O:13][C:14]2[CH:15]=[C:16]3[C:21](=[CH:22][CH:23]=2)[N:20]=[CH:19][N:18]([C:24]2[CH:29]=[C:28]([C:30]([NH:32][CH:33]4[CH2:35][CH2:34]4)=[O:31])[CH:27]=[CH:26][C:25]=2[CH3:36])[C:17]3=[O:37])[CH2:9]1)=O)(C)(C)C.CO, predict the reaction product. The product is: [CH:33]1([NH:32][C:30](=[O:31])[C:28]2[CH:27]=[CH:26][C:25]([CH3:36])=[C:24]([N:18]3[C:17](=[O:37])[C:16]4[C:21](=[CH:22][CH:23]=[C:14]([O:13][CH:10]5[CH2:11][CH2:12][N:8]([CH3:6])[CH2:9]5)[CH:15]=4)[N:20]=[CH:19]3)[CH:29]=2)[CH2:34][CH2:35]1.